From a dataset of Catalyst prediction with 721,799 reactions and 888 catalyst types from USPTO. Predict which catalyst facilitates the given reaction. Product: [C:17]([C:19]1[CH:20]=[CH:21][C:22]([N:25]2[CH:29]=[CH:28][C:27]([O:30][CH2:2][C:3]3[C:8]([CH3:9])=[CH:7][CH:6]=[CH:5][C:4]=3[N:10]3[C:14](=[O:15])[N:13]([CH3:16])[N:12]=[N:11]3)=[N:26]2)=[CH:23][CH:24]=1)#[N:18]. The catalyst class is: 6. Reactant: Br[CH2:2][C:3]1[C:8]([CH3:9])=[CH:7][CH:6]=[CH:5][C:4]=1[N:10]1[C:14](=[O:15])[N:13]([CH3:16])[N:12]=[N:11]1.[C:17]([C:19]1[CH:24]=[CH:23][C:22]([N:25]2[CH:29]=[CH:28][C:27]([OH:30])=[N:26]2)=[CH:21][CH:20]=1)#[N:18].C(=O)([O-])[O-].[K+].[K+].C(#N)C.